Regression. Given two drug SMILES strings and cell line genomic features, predict the synergy score measuring deviation from expected non-interaction effect. From a dataset of NCI-60 drug combinations with 297,098 pairs across 59 cell lines. (1) Drug 1: C1=CC(=CC=C1C#N)C(C2=CC=C(C=C2)C#N)N3C=NC=N3. Drug 2: C1=CC=C(C=C1)NC(=O)CCCCCCC(=O)NO. Cell line: UO-31. Synergy scores: CSS=6.81, Synergy_ZIP=-0.351, Synergy_Bliss=0.695, Synergy_Loewe=-4.84, Synergy_HSA=-2.74. (2) Drug 1: CC1=C(C=C(C=C1)NC2=NC=CC(=N2)N(C)C3=CC4=NN(C(=C4C=C3)C)C)S(=O)(=O)N.Cl. Drug 2: C1=CC(=CC=C1CCCC(=O)O)N(CCCl)CCCl. Cell line: K-562. Synergy scores: CSS=40.0, Synergy_ZIP=4.76, Synergy_Bliss=6.16, Synergy_Loewe=5.97, Synergy_HSA=8.05. (3) Drug 1: C1=NC(=NC(=O)N1C2C(C(C(O2)CO)O)O)N. Drug 2: CS(=O)(=O)CCNCC1=CC=C(O1)C2=CC3=C(C=C2)N=CN=C3NC4=CC(=C(C=C4)OCC5=CC(=CC=C5)F)Cl. Cell line: UO-31. Synergy scores: CSS=25.5, Synergy_ZIP=-7.20, Synergy_Bliss=-5.35, Synergy_Loewe=-2.58, Synergy_HSA=-1.07.